Dataset: M1 muscarinic receptor antagonist screen with 61,756 compounds. Task: Binary Classification. Given a drug SMILES string, predict its activity (active/inactive) in a high-throughput screening assay against a specified biological target. (1) The drug is S1(=O)(=O)CC(N(Cc2occc2)C(=O)COc2ccccc2)CC1. The result is 0 (inactive). (2) The result is 0 (inactive). The molecule is S(c1n(c(nn1)C1Oc2c(OC1)cccc2)C)CC(=O)NCc1cc2OCOc2cc1. (3) The molecule is O=C(N1CCN(C2C3CC(C2)CC3)CC1)c1ccccc1. The result is 0 (inactive). (4) The compound is S(=O)(=O)(NC1CCCC1)c1cc2CCN(c2cc1)C(=O)CCC(O)=O. The result is 0 (inactive). (5) The compound is S(=O)(=O)(N(C)C)c1ccc(N2CCOCC2)nc1. The result is 0 (inactive). (6) The compound is o1nc(nc1c1c2c(ccc1)cccc2)c1ccccc1. The result is 0 (inactive).